From a dataset of Reaction yield outcomes from USPTO patents with 853,638 reactions. Predict the reaction yield, written as a fraction of the theoretical maximum amount of product (1.0 means a 100% yield; for example, 0.34 means a 34% yield). (1) The reactants are CO[C:3]([C:7]1[S:8][CH:9]=[CH:10][C:11]=1[C:12]1[CH:17]=[CH:16][CH:15]=[CH:14][CH:13]=1)([O:5]C)[CH3:4].[Li]CCCC.[F:23][C:24]1[CH:29]=[CH:28][C:27]([S:30][S:30][C:27]2[CH:28]=[CH:29][C:24]([F:23])=[CH:25][CH:26]=2)=[CH:26][CH:25]=1.FC1C=CC(S)=CC=1.C(=O)([O-])[O-].[K+].[K+]. The catalyst is C1COCC1. The product is [F:23][C:24]1[CH:29]=[CH:28][C:27]([S:30][C:9]2[S:8][C:7]([C:3](=[O:5])[CH3:4])=[C:11]([C:12]3[CH:17]=[CH:16][CH:15]=[CH:14][CH:13]=3)[CH:10]=2)=[CH:26][CH:25]=1. The yield is 0.950. (2) The reactants are [NH2:1][C:2]1[NH:6][N:5]=[C:4]([CH3:7])[C:3]=1[C:8]1[S:9][C:10]2[CH:16]=[C:15]([S:17](Cl)(=[O:19])=[O:18])[CH:14]=[CH:13][C:11]=2[N:12]=1.[CH:21]1([CH2:24][NH2:25])[CH2:23][CH2:22]1.CN1CCOCC1. The catalyst is CO. The product is [CH:21]1([CH2:24][NH:25][S:17]([C:15]2[CH:14]=[CH:13][C:11]3[N:12]=[C:8]([C:3]4[C:4]([CH3:7])=[N:5][NH:6][C:2]=4[NH2:1])[S:9][C:10]=3[CH:16]=2)(=[O:19])=[O:18])[CH2:23][CH2:22]1. The yield is 0.210. (3) The reactants are [CH:1]1([CH2:6][CH:7]([C:11]2[CH:16]=[CH:15][C:14]([I:17])=[CH:13][CH:12]=2)[C:8]([OH:10])=[O:9])[CH2:5][CH2:4][CH2:3][CH2:2]1.[CH3:18]O. The catalyst is S(=O)(=O)(O)O. The product is [CH3:18][O:9][C:8](=[O:10])[CH:7]([C:11]1[CH:16]=[CH:15][C:14]([I:17])=[CH:13][CH:12]=1)[CH2:6][CH:1]1[CH2:5][CH2:4][CH2:3][CH2:2]1. The yield is 0.970. (4) The reactants are [C:1]1([C:7]2[N:16]=[C:10]3[CH:11]=[C:12]([NH2:15])[CH:13]=[CH:14][N:9]3[N:8]=2)[CH:6]=[CH:5][CH:4]=[CH:3][CH:2]=1.[CH2:17]([O:19][C:20]([C:22]1[CH:23]=[N:24][N:25]([CH3:30])[C:26]=1[C:27](O)=[O:28])=[O:21])[CH3:18].CCCP(=O)=O.C(N(C(C)C)CC)(C)C. The catalyst is O1CCCC1. The product is [CH3:30][N:25]1[C:26]([C:27](=[O:28])[NH:15][C:12]2[CH:13]=[CH:14][N:9]3[N:8]=[C:7]([C:1]4[CH:2]=[CH:3][CH:4]=[CH:5][CH:6]=4)[N:16]=[C:10]3[CH:11]=2)=[C:22]([C:20]([O:19][CH2:17][CH3:18])=[O:21])[CH:23]=[N:24]1. The yield is 0.761. (5) The reactants are Cl[C:2]1[CH:7]=[CH:6][N:5]([C:8]2[CH:13]=[CH:12][C:11]([O:14][CH2:15][C:16]([OH:19])([CH3:18])[CH3:17])=[C:10]([O:20][CH3:21])[CH:9]=2)[C:4](=[O:22])[CH:3]=1.C([Sn](CCCC)(CCCC)[C:28]#[C:29][C:30]1[CH:35]=[CH:34][C:33]([Cl:36])=[CH:32][CH:31]=1)CCC. The catalyst is CN(C=O)C.C(Cl)Cl.[Cu]I.C1C=CC([P]([Pd]([P](C2C=CC=CC=2)(C2C=CC=CC=2)C2C=CC=CC=2)([P](C2C=CC=CC=2)(C2C=CC=CC=2)C2C=CC=CC=2)[P](C2C=CC=CC=2)(C2C=CC=CC=2)C2C=CC=CC=2)(C2C=CC=CC=2)C2C=CC=CC=2)=CC=1. The product is [Cl:36][C:33]1[CH:34]=[CH:35][C:30]([C:29]#[C:28][C:2]2[CH:7]=[CH:6][N:5]([C:8]3[CH:13]=[CH:12][C:11]([O:14][CH2:15][C:16]([OH:19])([CH3:18])[CH3:17])=[C:10]([O:20][CH3:21])[CH:9]=3)[C:4](=[O:22])[CH:3]=2)=[CH:31][CH:32]=1. The yield is 0.667. (6) The reactants are [O:1]1[CH2:6][CH2:5][CH2:4][C@H:3]([C:7]([O:9]CC2C=CC=CC=2)=[O:8])[CH2:2]1. The catalyst is CO.[Pd]. The product is [O:1]1[CH2:6][CH2:5][CH2:4][C@H:3]([C:7]([OH:9])=[O:8])[CH2:2]1. The yield is 0.920. (7) The reactants are Br[C:2]1[N:7]=[CH:6][C:5]([C:8]([OH:10])=O)=[CH:4][CH:3]=1.C(Cl)(=O)C([Cl:14])=O.C(N(CC)CC)C.[NH2:24][C:25]1[N:29](C(OC(C)(C)C)=O)[N:28]=[C:27]([CH2:37][CH2:38][C:39]2[CH:44]=[CH:43][CH:42]=[C:41]([O:45][CH3:46])[CH:40]=2)[CH:26]=1.Cl. The catalyst is C(Cl)Cl.CC(O)C.CO.CN(C=O)C. The product is [Cl:14][C:2]1[N:7]=[CH:6][C:5]([C:8]([NH:24][C:25]2[NH:29][N:28]=[C:27]([CH2:37][CH2:38][C:39]3[CH:44]=[CH:43][CH:42]=[C:41]([O:45][CH3:46])[CH:40]=3)[CH:26]=2)=[O:10])=[CH:4][CH:3]=1. The yield is 0.170. (8) The reactants are N(C(OC(C)C)=O)=NC(OC(C)C)=O.[C:15]([O:19][CH2:20][CH2:21][CH2:22][OH:23])([CH3:18])([CH3:17])[CH3:16].C1(P(C2C=CC=CC=2)C2C=CC=CC=2)C=CC=CC=1.O[N:44]1[C:48](=[O:49])[C:47]2=[CH:50][CH:51]=[CH:52][CH:53]=[C:46]2[C:45]1=[O:54]. The catalyst is C1COCC1. The product is [C:15]([O:19][CH2:20][CH2:21][CH2:22][O:23][N:44]1[C:48](=[O:49])[C:47]2[C:46](=[CH:53][CH:52]=[CH:51][CH:50]=2)[C:45]1=[O:54])([CH3:18])([CH3:17])[CH3:16]. The yield is 0.820. (9) The reactants are [Cl:1][C:2]1[C:7]([O:8][CH3:9])=[CH:6][CH:5]=[CH:4][C:3]=1[C:10]1[C:11](=[O:17])[NH:12][C:13](=[O:16])[NH:14][CH:15]=1.[CH3:18][Si](C([Si](C)(C)C)C(N)=O)(C)C.[F:30][C:31]1[C:38]([C:39]([F:42])([F:41])[F:40])=[CH:37][CH:36]=[CH:35][C:32]=1CBr. The catalyst is C(#N)C. The product is [Cl:1][C:2]1[C:7]([O:8][CH3:9])=[CH:6][CH:5]=[CH:4][C:3]=1[C:10]1[C:11](=[O:17])[NH:12][C:13](=[O:16])[N:14]([CH2:18][C:31]2([F:30])[C:38]([C:39]([F:40])([F:41])[F:42])=[CH:37][CH:36]=[CH:35][CH2:32]2)[CH:15]=1. The yield is 0.880. (10) The reactants are [NH2:1][CH:2]([C:4]1[CH:5]=[C:6]([C:21]([N:23]([CH3:25])[CH3:24])=[O:22])[CH:7]=[C:8]2[C:13]=1[O:12][C:11]([N:14]1[CH2:19][CH2:18][O:17][CH2:16][CH2:15]1)=[CH:10][C:9]2=[O:20])[CH3:3].C(=O)([O-])[O-].[Cs+].[Cs+].CC1(C)C2C=CC=C(P(C3C=CC=CC=3)C3C=CC=CC=3)C=2OC2C1=CC=CC=2P(C1C=CC=CC=1)C1C=CC=CC=1.Br[C:75]1[CH:80]=[C:79]([F:81])[CH:78]=[C:77]([Cl:82])[CH:76]=1. The catalyst is O1CCOCC1.C1C=CC(/C=C/C(/C=C/C2C=CC=CC=2)=O)=CC=1.C1C=CC(/C=C/C(/C=C/C2C=CC=CC=2)=O)=CC=1.C1C=CC(/C=C/C(/C=C/C2C=CC=CC=2)=O)=CC=1.[Pd].[Pd]. The product is [Cl:82][C:77]1[CH:76]=[C:75]([NH:1][CH:2]([C:4]2[CH:5]=[C:6]([C:21]([N:23]([CH3:24])[CH3:25])=[O:22])[CH:7]=[C:8]3[C:13]=2[O:12][C:11]([N:14]2[CH2:19][CH2:18][O:17][CH2:16][CH2:15]2)=[CH:10][C:9]3=[O:20])[CH3:3])[CH:80]=[C:79]([F:81])[CH:78]=1. The yield is 0.670.